From a dataset of Forward reaction prediction with 1.9M reactions from USPTO patents (1976-2016). Predict the product of the given reaction. (1) Given the reactants Cl.[Cl:2][C:3]1[CH:4]=[CH:5][C:6]([O:34][CH2:35][C:36]2[CH:41]=[CH:40][C:39]([F:42])=[CH:38][C:37]=2[F:43])=[C:7]([CH2:9][N:10]2[C:14]([CH3:15])=[CH:13][C:12]([NH:16][C:17]([O:19][CH2:20][CH:21]3[CH2:26][CH2:25][N:24](C(OC(C)(C)C)=O)[CH2:23][CH2:22]3)=[O:18])=[N:11]2)[CH:8]=1, predict the reaction product. The product is: [NH3:10].[NH:24]1[CH2:25][CH2:26][CH:21]([CH2:20][O:19][C:17](=[O:18])[NH:16][C:12]2[CH:13]=[C:14]([CH3:15])[N:10]([CH2:9][C:7]3[CH:8]=[C:3]([Cl:2])[CH:4]=[CH:5][C:6]=3[O:34][CH2:35][C:36]3[CH:41]=[CH:40][C:39]([F:42])=[CH:38][C:37]=3[F:43])[N:11]=2)[CH2:22][CH2:23]1. (2) Given the reactants [CH:1]1([C:4]2[CH:13]=[CH:12][C:7]([C:8]([O:10]C)=[O:9])=[C:6]([CH3:14])[CH:5]=2)[CH2:3][CH2:2]1.[OH-].[Na+], predict the reaction product. The product is: [CH:1]1([C:4]2[CH:13]=[CH:12][C:7]([C:8]([OH:10])=[O:9])=[C:6]([CH3:14])[CH:5]=2)[CH2:2][CH2:3]1. (3) The product is: [F:1][C:2]1[CH:7]=[C:6]([C:27]2[CH:28]=[CH:29][CH:30]=[CH:31][C:26]=2[O:25][CH3:24])[CH:5]=[CH:4][C:3]=1[C:17]1[N:18]=[CH:19][C:20]([NH2:23])=[N:21][CH:22]=1. Given the reactants [F:1][C:2]1[CH:7]=[C:6](B2OC(C)(C)C(C)(C)O2)[CH:5]=[CH:4][C:3]=1[C:17]1[N:18]=[CH:19][C:20]([NH2:23])=[N:21][CH:22]=1.[CH3:24][O:25][C:26]1[CH:31]=[CH:30][CH:29]=[CH:28][C:27]=1Br, predict the reaction product. (4) Given the reactants Br[C:2]1[CH:7]=[CH:6][C:5]([Br:8])=[CH:4][N:3]=1.[S:9]1[CH:13]=[CH:12][CH:11]=[C:10]1[CH2:14][OH:15], predict the reaction product. The product is: [S:9]1[CH:13]=[CH:12][CH:11]=[C:10]1[CH2:14][O:15][C:2]1[CH:7]=[CH:6][C:5]([Br:8])=[CH:4][N:3]=1. (5) Given the reactants [NH2:1][C@@H:2]1[CH2:6][CH2:5][N:4](C(OC(C)(C)C)=O)[CH2:3]1.[CH3:14][O:15][C:16]1[CH:17]=[C:18]2[C:22](=[CH:23][C:24]=1[O:25][CH3:26])[NH:21][C:20]([C:27](O)=[O:28])=[CH:19]2.N, predict the reaction product. The product is: [CH3:14][O:15][C:16]1[CH:17]=[C:18]2[C:22](=[CH:23][C:24]=1[O:25][CH3:26])[NH:21][C:20]([C:27]([NH:1][C@@H:2]1[CH2:6][CH2:5][NH:4][CH2:3]1)=[O:28])=[CH:19]2. (6) Given the reactants C([O:3][C:4](=[O:46])[C:5]([CH3:45])([CH3:44])[CH2:6][C:7]1[N:8]([CH2:29][C:30]2[CH:35]=[CH:34][C:33]([C:36]3[CH:37]=[CH:38][C:39]([O:42][CH3:43])=[N:40][CH:41]=3)=[CH:32][CH:31]=2)[C:9]2[C:14]([C:15]=1[S:16][C:17]([CH3:20])([CH3:19])[CH3:18])=[CH:13][C:12]([O:21][CH2:22][C:23]1[CH:28]=[CH:27][CH:26]=[CH:25][N:24]=1)=[CH:11][CH:10]=2)C.O[Li].O, predict the reaction product. The product is: [N:24]1[CH:25]=[CH:26][CH:27]=[CH:28][C:23]=1[CH2:22][O:21][C:12]1[CH:13]=[C:14]2[C:9](=[CH:10][CH:11]=1)[N:8]([CH2:29][C:30]1[CH:31]=[CH:32][C:33]([C:36]3[CH:37]=[CH:38][C:39]([O:42][CH3:43])=[N:40][CH:41]=3)=[CH:34][CH:35]=1)[C:7]([CH2:6][C:5]([CH3:45])([CH3:44])[C:4]([OH:46])=[O:3])=[C:15]2[S:16][C:17]([CH3:20])([CH3:19])[CH3:18].